From a dataset of Forward reaction prediction with 1.9M reactions from USPTO patents (1976-2016). Predict the product of the given reaction. (1) The product is: [C:1]([C:5]1[O:9][N:8]=[C:7]([NH:10][C:11]([NH:13][C:14]2[CH:19]=[CH:18][CH:17]=[C:16]([O:20][C:21]3[C:30]4[C:25](=[CH:26][C:27]([O:33][CH2:34][CH2:35][N:37]5[CH2:42][CH2:41][CH:40]([CH2:43][OH:44])[CH2:39][CH2:38]5)=[C:28]([O:31][CH3:32])[CH:29]=4)[N:24]=[CH:23][N:22]=3)[CH:15]=2)=[O:12])[CH:6]=1)([CH3:4])([CH3:3])[CH3:2]. Given the reactants [C:1]([C:5]1[O:9][N:8]=[C:7]([NH:10][C:11]([NH:13][C:14]2[CH:19]=[CH:18][CH:17]=[C:16]([O:20][C:21]3[C:30]4[C:25](=[CH:26][C:27]([O:33][CH2:34][CH2:35]Cl)=[C:28]([O:31][CH3:32])[CH:29]=4)[N:24]=[CH:23][N:22]=3)[CH:15]=2)=[O:12])[CH:6]=1)([CH3:4])([CH3:3])[CH3:2].[NH:37]1[CH2:42][CH2:41][CH:40]([CH2:43][OH:44])[CH2:39][CH2:38]1, predict the reaction product. (2) Given the reactants [CH3:1][C:2]([O:4][C@H:5]1[C:14]2[C@@:15]3([CH3:30])[C@@H:26]([CH2:27][O:28][CH3:29])[O:25][C:23](=[O:24])[C:17]4=[CH:18][O:19][C:20]([C:21](=[O:22])[C:13]=2[C@@H:8]2[CH2:9][CH2:10][C@H:11]([OH:12])[C@@:7]2([CH3:31])[CH2:6]1)=[C:16]34)=[O:3].[O:32]1[CH2:37][CH2:36][N:35]([CH2:38][CH2:39][N:40]2[CH2:45][CH2:44][NH:43][CH2:42][CH2:41]2)[CH2:34][CH2:33]1, predict the reaction product. The product is: [OH:19][C:20]1[C:21](=[O:22])[C:13]2[CH:8]3[C:7]([CH3:31])([CH:11]([OH:12])[CH2:10][CH2:9]3)[CH2:6][CH:5]([O:4][C:2](=[O:3])[CH3:1])[C:14]=2[C:15]2([CH3:30])[C:16]=1[C:17](=[CH:18][N:43]1[CH2:42][CH2:41][N:40]([CH2:39][CH2:38][N:35]3[CH2:34][CH2:33][O:32][CH2:37][CH2:36]3)[CH2:45][CH2:44]1)[C:23](=[O:24])[O:25][CH:26]2[CH2:27][O:28][CH3:29]. (3) Given the reactants [Br:1][C:2]1[C:11]2[C:6](=[CH:7][C:8]([Br:12])=[CH:9][CH:10]=2)[CH:5]=[CH:4][C:3]=1[O:13][CH2:14][CH2:15][N:16]1[C:20](=[O:21])[CH2:19][C:18]([C:22]2[CH:27]=[CH:26][CH:25]=[CH:24][CH:23]=2)=[N:17]1.[CH2:28](P(CCCC)CCCC)[CH2:29]CC.C(O)C, predict the reaction product. The product is: [Br:1][C:2]1[C:11]2[C:6](=[CH:7][C:8]([Br:12])=[CH:9][CH:10]=2)[CH:5]=[CH:4][C:3]=1[O:13][CH2:14][CH2:15][N:16]1[C:20]([O:21][CH2:28][CH3:29])=[CH:19][C:18]([C:22]2[CH:27]=[CH:26][CH:25]=[CH:24][CH:23]=2)=[N:17]1. (4) Given the reactants [CH3:1][C:2]1([CH3:17])[C:6]([CH3:8])([CH3:7])[O:5][B:4]([C:9]2[CH:10]=[C:11]([CH:14]=[CH:15][CH:16]=2)C=O)[O:3]1.[CH:18](C1C=CC(B(O)O)=CC=1)=[O:19], predict the reaction product. The product is: [CH3:17][C:2]1([CH3:1])[C:6]([CH3:7])([CH3:8])[O:5][B:4]([C:9]2[CH:16]=[CH:15][C:14]([CH:18]=[O:19])=[CH:11][CH:10]=2)[O:3]1. (5) Given the reactants [CH3:1][C:2]([CH2:13][CH2:14][CH:15]=[C:16]([CH3:18])[CH3:17])=[CH:3][CH2:4][C:5]1[CH:10]=[CH:9][C:8]([CH2:11]I)=[CH:7][CH:6]=1.[P:19]([O:26]CC)([O:23][CH2:24][CH3:25])[O:20][CH2:21][CH3:22], predict the reaction product. The product is: [CH2:21]([O:20][P:19]([CH2:11][C:8]1[CH:9]=[CH:10][C:5]([CH2:4][CH:3]=[C:2]([CH3:1])[CH2:13][CH2:14][CH:15]=[C:16]([CH3:18])[CH3:17])=[CH:6][CH:7]=1)(=[O:26])[O:23][CH2:24][CH3:25])[CH3:22]. (6) Given the reactants Cl.[Si]([O:9][CH2:10][C@@H:11]([N:20]1[CH:25]=[CH:24][C:23]([C:26]2[CH:31]=[CH:30][N:29]=[C:28]([NH:32][C@H:33]3[CH2:38][CH2:37][O:36][CH2:35][C@H:34]3[F:39])[N:27]=2)=[CH:22][C:21]1=[O:40])[C:12]1[CH:17]=[CH:16][C:15]([Cl:18])=[C:14]([F:19])[CH:13]=1)(C(C)(C)C)(C)C, predict the reaction product. The product is: [Cl:18][C:15]1[CH:16]=[CH:17][C:12]([C@H:11]([N:20]2[CH:25]=[CH:24][C:23]([C:26]3[CH:31]=[CH:30][N:29]=[C:28]([NH:32][C@H:33]4[CH2:38][CH2:37][O:36][CH2:35][C@H:34]4[F:39])[N:27]=3)=[CH:22][C:21]2=[O:40])[CH2:10][OH:9])=[CH:13][C:14]=1[F:19]. (7) Given the reactants C([N:8]1[CH2:13][CH2:12][N:11]([C:14]2([CH3:18])[CH2:17][O:16][CH2:15]2)[CH2:10][CH2:9]1)C1C=CC=CC=1, predict the reaction product. The product is: [CH3:18][C:14]1([N:11]2[CH2:12][CH2:13][NH:8][CH2:9][CH2:10]2)[CH2:15][O:16][CH2:17]1. (8) The product is: [I:19][C:7]1[CH:6]=[CH:5][N:4]=[C:3]([O:2][CH3:1])[C:8]=1[CH:25]=[O:24]. Given the reactants [CH3:1][O:2][C:3]1[CH:8]=[CH:7][CH:6]=[CH:5][N:4]=1.[Li]C(C)(C)C.[Li]CCCC.[I:19]I.C1[CH2:25][O:24]CC1, predict the reaction product. (9) The product is: [Cl:12][C:13]1[CH:18]=[CH:17][C:16]([CH2:19][C:9](=[O:11])[CH2:8][C:6]#[N:7])=[CH:15][CH:14]=1. Given the reactants C([Mg]Cl)(C)C.[C:6]([CH2:8][C:9]([OH:11])=O)#[N:7].[Cl:12][C:13]1[CH:18]=[CH:17][C:16]([CH2:19]C(O)=O)=[CH:15][CH:14]=1.C1N=CN(C(N2C=NC=C2)=O)C=1.O, predict the reaction product.